This data is from Full USPTO retrosynthesis dataset with 1.9M reactions from patents (1976-2016). The task is: Predict the reactants needed to synthesize the given product. Given the product [Cl:1][C:2]1[CH:7]=[C:6]([C:8]2[CH:13]=[CH:12][CH:11]=[C:10]([NH:15][CH2:16][C:17]3[CH:22]=[CH:21][CH:20]=[C:19]([F:23])[CH:18]=3)[N:9]=2)[C:5]([F:39])=[CH:4][N:3]=1, predict the reactants needed to synthesize it. The reactants are: [Cl:1][C:2]1[CH:7]=[C:6]([C:8]2[CH:13]=[CH:12][C:11](F)=[C:10]([NH:15][CH2:16][C:17]3[CH:22]=[CH:21][CH:20]=[C:19]([F:23])[CH:18]=3)[N:9]=2)[CH:5]=[CH:4][N:3]=1.BrC1N=C(NCC2C=CC=C([F:39])C=2)C=CC=1.ClC1C=C(B(O)O)C(F)=CN=1.C(Cl)Cl.